This data is from Reaction yield outcomes from USPTO patents with 853,638 reactions. The task is: Predict the reaction yield, written as a fraction of the theoretical maximum amount of product (1.0 means a 100% yield; for example, 0.34 means a 34% yield). (1) The reactants are [NH2:1][C:2]1[CH:7]=[CH:6][CH:5]=[CH:4][CH:3]=1.C(N(CC)CC)C.[C:15]([C:19]1[S:20][CH:21]=[CH:22][C:23]=1[S:24](Cl)(=[O:26])=[O:25])([O:17][CH3:18])=[O:16]. The catalyst is C1COCC1. The product is [CH3:18][O:17][C:15]([C:19]1[S:20][CH:21]=[CH:22][C:23]=1[S:24](=[O:26])(=[O:25])[NH:1][C:2]1[CH:7]=[CH:6][CH:5]=[CH:4][CH:3]=1)=[O:16]. The yield is 0.880. (2) The reactants are C([N:8]1[N:12]=[N:11][C:10]([C:13]2([CH2:18][N:19]3[CH2:24][CH2:23][CH:22]([CH2:25][NH:26][C:27]([N:29]4[C:37]5[C:32](=[CH:33][CH:34]=[CH:35][CH:36]=5)[C:31]5([CH2:41][CH2:40][CH2:39][CH2:38]5)[C:30]4=[O:42])=[O:28])[CH2:21][CH2:20]3)[CH2:17][CH2:16][CH2:15][CH2:14]2)=[N:9]1)C1C=CC=CC=1. The catalyst is CO.[OH-].[Pd+2].[OH-]. The product is [O:42]=[C:30]1[C:31]2([CH2:38][CH2:39][CH2:40][CH2:41]2)[C:32]2[C:37](=[CH:36][CH:35]=[CH:34][CH:33]=2)[N:29]1[C:27]([NH:26][CH2:25][CH:22]1[CH2:23][CH2:24][N:19]([CH2:18][C:13]2([C:10]3[N:9]=[N:8][NH:12][N:11]=3)[CH2:14][CH2:15][CH2:16][CH2:17]2)[CH2:20][CH2:21]1)=[O:28]. The yield is 0.800. (3) The reactants are [O:1]1[C:5]2[C:6]3[C:7](=[CH:13][CH2:14][NH:15][C:16](=[O:19])[CH2:17][CH3:18])[CH2:8][CH2:9][C:10]=3[CH:11]=[CH:12][C:4]=2[N:3]=[CH:2]1. The catalyst is CO.[C].[Pd]. The product is [O:1]1[C:5]2[C:6]3[CH:7]([CH2:13][CH2:14][NH:15][C:16](=[O:19])[CH2:17][CH3:18])[CH2:8][CH2:9][C:10]=3[CH:11]=[CH:12][C:4]=2[N:3]=[CH:2]1. The yield is 0.880. (4) The reactants are [C:1]1([C:9]2[CH:14]=[CH:13][CH:12]=[CH:11][CH:10]=2)[CH:6]=[CH:5][C:4]([CH:7]=O)=[CH:3][CH:2]=1.[C:15]12([NH2:25])[CH2:24][CH:19]3[CH2:20][CH:21]([CH2:23][CH:17]([CH2:18]3)[CH2:16]1)[CH2:22]2. No catalyst specified. The product is [C:15]12([NH:25][CH2:7][C:4]3[CH:5]=[CH:6][C:1]([C:9]4[CH:14]=[CH:13][CH:12]=[CH:11][CH:10]=4)=[CH:2][CH:3]=3)[CH2:22][CH:21]3[CH2:20][CH:19]([CH2:18][CH:17]([CH2:23]3)[CH2:16]1)[CH2:24]2. The yield is 0.690.